The task is: Regression. Given two drug SMILES strings and cell line genomic features, predict the synergy score measuring deviation from expected non-interaction effect.. This data is from NCI-60 drug combinations with 297,098 pairs across 59 cell lines. Drug 1: C1C(C(OC1N2C=NC(=NC2=O)N)CO)O. Drug 2: N.N.Cl[Pt+2]Cl. Cell line: BT-549. Synergy scores: CSS=30.3, Synergy_ZIP=-5.08, Synergy_Bliss=0.640, Synergy_Loewe=5.07, Synergy_HSA=6.05.